Predict the reactants needed to synthesize the given product. From a dataset of Full USPTO retrosynthesis dataset with 1.9M reactions from patents (1976-2016). (1) The reactants are: [Cl-].[NH4+].[NH2:3][C:4]1[C:19]([N+:20]([O-])=O)=[CH:18][CH:17]=[CH:16][C:5]=1[C:6]([O:8][CH2:9][C:10]1[CH:15]=[CH:14][CH:13]=[CH:12][CH:11]=1)=[O:7]. Given the product [NH2:3][C:4]1[C:19]([NH2:20])=[CH:18][CH:17]=[CH:16][C:5]=1[C:6]([O:8][CH2:9][C:10]1[CH:15]=[CH:14][CH:13]=[CH:12][CH:11]=1)=[O:7], predict the reactants needed to synthesize it. (2) Given the product [NH2:2][C@H:5]1[CH2:33][N:8]2[C@H:9]([CH:20]([C:27]3[CH:32]=[CH:31][CH:30]=[CH:29][CH:28]=3)[C:21]3[CH:22]=[CH:23][CH:24]=[CH:25][CH:26]=3)[CH2:10][N:11]([C:13]([O:15][C:16]([CH3:18])([CH3:17])[CH3:19])=[O:14])[CH2:12][C@@H:7]2[CH2:6]1, predict the reactants needed to synthesize it. The reactants are: Cl.[N:2]([C@H:5]1[CH2:33][N:8]2[C@H:9]([CH:20]([C:27]3[CH:32]=[CH:31][CH:30]=[CH:29][CH:28]=3)[C:21]3[CH:26]=[CH:25][CH:24]=[CH:23][CH:22]=3)[CH2:10][N:11]([C:13]([O:15][C:16]([CH3:19])([CH3:18])[CH3:17])=[O:14])[CH2:12][C@@H:7]2[CH2:6]1)=[N+]=[N-].